From a dataset of Experimentally validated miRNA-target interactions with 360,000+ pairs, plus equal number of negative samples. Binary Classification. Given a miRNA mature sequence and a target amino acid sequence, predict their likelihood of interaction. (1) The miRNA is hsa-miR-3150b-5p with sequence CAACCUCGAGGAUCUCCCCAGC. The protein sequence of the target gene is MEDRRAERSCEQACASLQRQDYDMALQHCTDALLSLGQYSMADFTGPCPVEVERIKIESLLYRIASFLQLKNYGQADEDCRHVLGEGLAKGERAFRAVLCCMQLKGKLQLVSSILAKSLSGESLNGMVTKDLTRLKTLLTETETATSNVLSGCHVEDLDEGSCNGWHFRPPPRGITSSEEYTLCKRFLEQGICRYGAQCTSAHSQEELAEWQKRYASRLIKLKQQSENKQLSGSYMETLIEKWMSSLSPEKVLSECIEGVQVEHSPDLSVTVNTKKSHQTWTFALTCKPARMLYRVALLY.... Result: 0 (no interaction). (2) The miRNA is hsa-miR-607 with sequence GUUCAAAUCCAGAUCUAUAAC. The protein sequence of the target gene is MYGASGGRAKPERKSGAKEEAGPGGAGGGGSRVELLVFGYACKLFRDDERALAQEQGQHLIPWMGDHKILIDRYDGRGHLHDLSEYDAEYSTWNRDYQLSEEEARIEALCDEERYLALHTDLLEEEARQEEEYKRLSEALAEDGSYNAVGFTYGSDYYDPSEPTEEEEPSKQREKNEAENLEENEEPFVAPLGLSVPSDVELPPTAKMHAIIERTASFVCRQGAQFEIMLKAKQARNSQFDFLRFDHYLNPYYKFIQKAMKEGRYTVLAENKSDEKKKSGVSSDNEDDDDEEDGNYLHPS.... Result: 0 (no interaction). (3) The miRNA is mmu-miR-3057-3p with sequence UCCCACAGGCCCAGCUCAUAGC. The protein sequence of the target gene is MEGSWFHRKRFSFYLLLGFLLQGRGVTFTINCSGFGQHGADPTALNSVFNRKPFRPVTNISVPTQVNISFAMSAILDVNEQLHLLSSFLWLEMVWDNPFISWNPEECEGITKMSMAAKNLWLPDIFIIELMDVDKTPKGLTAYVSNEGRIRYKKPMKVDSICNLDIFYFPFDQQNCTLTFSSFLYTVDSMLLDMEKEVWEITDASRNILQTHGEWELLGLSKATAKLSRGGNLYDQIVFYVAIRRRPSLYVINLLVPSGFLVAIDALSFYLPVKSGNRVPFKITLLLGYNVFLLMMSDLL.... Result: 0 (no interaction). (4) The miRNA is mmu-miR-409-3p with sequence GAAUGUUGCUCGGUGAACCCCU. The protein sequence of the target gene is MTMESGAENQQSGDAAVTEAENQQMTVQAQPQIATLAQVSMPAAHATSSAPTVTLVQLPNGQTVQVHGVIQAAQPSVIQSPQVQTVQISTIAESEDSQESVDSVTDSQKRREILSRRPSYRKILNDLSSDAPGVPRIEEEKSEEETSAPAITTVTVPTPIYQTSSGQYIAITQGGAIQLANNGTDGVQGLQTLTMTNAAATQPGTTILQYAQTTDGQQILVPSNQVVVQAASGDVQTYQIRTAPTSTIAPGVVMASSPALPTQPAEEAARKREVRLMKNREAARECRRKKKEYVKCLENR.... Result: 0 (no interaction).